Dataset: Full USPTO retrosynthesis dataset with 1.9M reactions from patents (1976-2016). Task: Predict the reactants needed to synthesize the given product. (1) Given the product [CH:12]([C:9]1[NH:8][C:7]([CH3:14])=[C:6]([C:4]([OH:5])=[O:3])[C:10]=1[CH3:11])=[O:13], predict the reactants needed to synthesize it. The reactants are: C([O:3][C:4]([C:6]1[C:10]([CH3:11])=[C:9]([CH:12]=[O:13])[NH:8][C:7]=1[CH3:14])=[O:5])C.[OH-].[K+].O. (2) Given the product [F:18][C:19]([F:26])([F:25])[C:20](=[O:21])[C:12]#[C:11][Si:4]([CH:5]([CH3:6])[CH3:7])([CH:1]([CH3:3])[CH3:2])[CH:8]([CH3:10])[CH3:9], predict the reactants needed to synthesize it. The reactants are: [CH:1]([Si:4]([C:11]#[CH:12])([CH:8]([CH3:10])[CH3:9])[CH:5]([CH3:7])[CH3:6])([CH3:3])[CH3:2].[Li]CCCC.[F:18][C:19]([F:26])([F:25])[C:20](OCC)=[O:21].[NH4+].[Cl-]. (3) Given the product [CH:39]1([CH2:42][O:43][C:44]2[CH:52]=[CH:51][C:47]3[O:48][CH2:49][O:50][C:46]=3[C:45]=2[C:53]2[C:54]3[NH:61][C:60]([CH3:62])=[C:59]([C:63]([NH:2][C@@H:3]([CH2:33][C:34]4[S:35][CH:36]=[CH:37][CH:38]=4)[C:4]([N:6]4[CH2:7][CH2:8][CH:9]([N:12]5[N:21]=[C:20]([C:22]6[CH:27]=[CH:26][C:25]([O:28][CH3:29])=[C:24]([O:30][CH3:31])[CH:23]=6)[C@@H:19]6[C@@H:14]([CH2:15][CH2:16][CH2:17][CH2:18]6)[C:13]5=[O:32])[CH2:10][CH2:11]4)=[O:5])=[O:64])[C:55]=3[N:56]=[CH:57][N:58]=2)[CH2:40][CH2:41]1, predict the reactants needed to synthesize it. The reactants are: Cl.[NH2:2][C@@H:3]([CH2:33][C:34]1[S:35][CH:36]=[CH:37][CH:38]=1)[C:4]([N:6]1[CH2:11][CH2:10][CH:9]([N:12]2[N:21]=[C:20]([C:22]3[CH:27]=[CH:26][C:25]([O:28][CH3:29])=[C:24]([O:30][CH3:31])[CH:23]=3)[C@@H:19]3[C@@H:14]([CH2:15][CH2:16][CH2:17][CH2:18]3)[C:13]2=[O:32])[CH2:8][CH2:7]1)=[O:5].[CH:39]1([CH2:42][O:43][C:44]2[CH:52]=[CH:51][C:47]3[O:48][CH2:49][O:50][C:46]=3[C:45]=2[C:53]2[C:54]3[NH:61][C:60]([CH3:62])=[C:59]([C:63](O)=[O:64])[C:55]=3[N:56]=[CH:57][N:58]=2)[CH2:41][CH2:40]1.CCOC(C(C#N)=NOC(N1CCOCC1)=[N+](C)C)=O.F[P-](F)(F)(F)(F)F.CCN(C(C)C)C(C)C. (4) Given the product [F:27][C:26]1[C:25]([F:28])=[CH:24][C:23]([F:29])=[C:22]([N+:30]([O-:32])=[O:31])[C:21]=1[NH:4][C:3]1[CH:5]=[CH:6][C:7]([I:9])=[CH:8][C:2]=1[F:1], predict the reactants needed to synthesize it. The reactants are: [F:1][C:2]1[CH:8]=[C:7]([I:9])[CH:6]=[CH:5][C:3]=1[NH2:4].[Li+].C[Si]([N-][Si](C)(C)C)(C)C.F[C:21]1[C:26]([F:27])=[C:25]([F:28])[CH:24]=[C:23]([F:29])[C:22]=1[N+:30]([O-:32])=[O:31]. (5) Given the product [CH2:7]([C:8]1[NH:11][C:12]2[C:13](=[O:34])[N:14]([CH2:31][CH2:32][CH3:33])[C:15](=[O:30])[N:16]([CH2:19][CH2:20][C:21]3[CH:26]=[CH:25][CH:24]=[C:23]([C:27]([OH:29])=[O:28])[CH:22]=3)[C:17]=2[N:18]=1)[C:1]1[CH:6]=[CH:5][CH:4]=[CH:3][CH:2]=1, predict the reactants needed to synthesize it. The reactants are: [C:1]1([CH2:7][C:8](O)=O)[CH:6]=[CH:5][CH:4]=[CH:3][CH:2]=1.[NH2:11][C:12]1[C:13](=[O:34])[N:14]([CH2:31][CH2:32][CH3:33])[C:15](=[O:30])[N:16]([CH2:19][CH2:20][C:21]2[CH:26]=[CH:25][CH:24]=[C:23]([C:27]([OH:29])=[O:28])[CH:22]=2)[C:17]=1[NH2:18]. (6) Given the product [F:9][C:10]1[CH:11]=[C:12]([CH:15]=[CH:16][C:17]=1[F:18])[CH2:13][NH:14][C:35](=[O:36])[C:34]1[CH:38]=[CH:39][N:40]=[C:32]([N:21]2[CH2:22][CH2:23][N:24]([CH2:25][C:26]3[CH:31]=[CH:30][CH:29]=[CH:28][N:27]=3)[C:20]2=[O:19])[CH:33]=1, predict the reactants needed to synthesize it. The reactants are: C(N)C1C=CC=CC=1.[F:9][C:10]1[CH:11]=[C:12]([CH:15]=[CH:16][C:17]=1[F:18])[CH2:13][NH2:14].[O:19]=[C:20]1[N:24]([CH2:25][C:26]2[CH:31]=[CH:30][CH:29]=[CH:28][N:27]=2)[CH2:23][CH2:22][N:21]1[C:32]1[CH:33]=[C:34]([CH:38]=[CH:39][N:40]=1)[C:35]([O-])=[O:36]. (7) Given the product [NH2:27][C:20]1[N:19]=[C:18]2[C:23]([N:24]=[CH:25][N:17]2[C@@H:13]2[O:12][C@H:11]([CH2:28][OH:29])[C@@H:10]([OH:9])[C@:14]2([F:16])[CH3:15])=[C:22]([N:40]([CH:41]2[CH2:43][CH2:42]2)[CH3:39])[N:21]=1, predict the reactants needed to synthesize it. The reactants are: C([O:9][C@H:10]1[C@:14]([F:16])([CH3:15])[C@H:13]([N:17]2[CH:25]=[N:24][C:23]3[C:18]2=[N:19][C:20]([NH2:27])=[N:21][C:22]=3Cl)[O:12][C@@H:11]1[CH2:28][O:29]C(=O)C1C=CC=CC=1)(=O)C1C=CC=CC=1.Cl.[CH3:39][NH:40][CH:41]1[CH2:43][CH2:42]1.C(N(CC)CC)C.[NH4+].[OH-].